From a dataset of Forward reaction prediction with 1.9M reactions from USPTO patents (1976-2016). Predict the product of the given reaction. Given the reactants [C:1]([N:4]1[C:13]2[C:8](=[CH:9][C:10]([C:14]3[CH2:19][CH2:18][N:17]([C:20]([O:22][C:23]([CH3:26])([CH3:25])[CH3:24])=[O:21])[CH2:16][CH:15]=3)=[CH:11][CH:12]=2)[C@H:7]([NH:27][C:28]2[CH:33]=[CH:32][C:31]([C:34](=[O:37])[NH:35][CH3:36])=[CH:30][CH:29]=2)[C@@H:6]([CH3:38])[C@@H:5]1[CH:39]1[CH2:41][CH2:40]1)(=[O:3])[CH3:2], predict the reaction product. The product is: [C:1]([N:4]1[C:13]2[C:8](=[CH:9][C:10]([CH:14]3[CH2:15][CH2:16][N:17]([C:20]([O:22][C:23]([CH3:25])([CH3:26])[CH3:24])=[O:21])[CH2:18][CH2:19]3)=[CH:11][CH:12]=2)[C@H:7]([NH:27][C:28]2[CH:33]=[CH:32][C:31]([C:34](=[O:37])[NH:35][CH3:36])=[CH:30][CH:29]=2)[C@@H:6]([CH3:38])[C@@H:5]1[CH:39]1[CH2:40][CH2:41]1)(=[O:3])[CH3:2].